This data is from Forward reaction prediction with 1.9M reactions from USPTO patents (1976-2016). The task is: Predict the product of the given reaction. (1) Given the reactants [CH3:1][C:2]1[C:3]2[CH:13]=[CH:12][CH:11]=[CH:10][C:4]=2[S:5][C:6]=1[CH2:7][NH:8][CH3:9].[NH2:14][C:15]1[N:20]=[CH:19][C:18](/[CH:21]=[CH:22]/[C:23]([OH:25])=O)=[CH:17][CH:16]=1.C1C=CC2N(O)N=NC=2C=1.O.C1CCC(N=C=NC2CCCCC2)CC1, predict the reaction product. The product is: [NH2:14][C:15]1[N:20]=[CH:19][C:18](/[CH:21]=[CH:22]/[C:23]([N:8]([CH3:9])[CH2:7][C:6]2[S:5][C:4]3[CH:10]=[CH:11][CH:12]=[CH:13][C:3]=3[C:2]=2[CH3:1])=[O:25])=[CH:17][CH:16]=1. (2) Given the reactants [CH3:1][C:2]1[CH:3]=[C:4]([CH:6]=[C:7]([C:9]2[S:13][CH:12]=[N:11][CH:10]=2)[CH:8]=1)[NH2:5].Cl[C:15]1[N:20]=[C:19]([C:21]2[N:22]=[N:23][N:24]([CH2:26][C:27]3[CH:32]=[CH:31][C:30]([O:33][CH3:34])=[CH:29][CH:28]=3)[CH:25]=2)[CH:18]=[CH:17][N:16]=1.CC1(C)C2C(=C(P(C3C=CC=CC=3)C3C=CC=CC=3)C=CC=2)OC2C(P(C3C=CC=CC=3)C3C=CC=CC=3)=CC=CC1=2.C([O-])([O-])=O.[Cs+].[Cs+], predict the reaction product. The product is: [CH3:34][O:33][C:30]1[CH:29]=[CH:28][C:27]([CH2:26][N:24]2[CH:25]=[C:21]([C:19]3[CH:18]=[CH:17][N:16]=[C:15]([NH:5][C:4]4[CH:6]=[C:7]([C:9]5[S:13][CH:12]=[N:11][CH:10]=5)[CH:8]=[C:2]([CH3:1])[CH:3]=4)[N:20]=3)[N:22]=[N:23]2)=[CH:32][CH:31]=1.